This data is from Reaction yield outcomes from USPTO patents with 853,638 reactions. The task is: Predict the reaction yield, written as a fraction of the theoretical maximum amount of product (1.0 means a 100% yield; for example, 0.34 means a 34% yield). (1) The reactants are [CH:1]1[CH:6]=[C:5]([CH:7]=[O:8])[C:4]([OH:9])=[CH:3][CH:2]=1.[CH2:10](O)[CH2:11][CH2:12][OH:13]. The catalyst is C1(C)C=CC=CC=1.C(O)(=O)C(O)=O. The product is [O:8]1[CH2:10][CH2:11][CH2:12][O:13][CH:7]1[C:5]1[CH:6]=[CH:1][CH:2]=[CH:3][C:4]=1[OH:9]. The yield is 0.800. (2) The reactants are [Mn]([O-])(=O)(=O)=[O:2].[K+].[Cl:7][C:8]1[CH:17]=[C:16]2[C:11]([CH:12]=[C:13]([CH2:18][OH:19])[N:14]=[CH:15]2)=[CH:10][N:9]=1. The catalyst is O.[OH-].[Na+]. The product is [Cl:7][C:8]1[CH:17]=[C:16]2[C:11]([CH:12]=[C:13]([C:18]([OH:2])=[O:19])[N:14]=[CH:15]2)=[CH:10][N:9]=1. The yield is 0.500. (3) The reactants are FC(F)(F)C(O)=O.[O:8]=[C:9]1[C:17]2[C:12](=[CH:13][CH:14]=[CH:15][CH:16]=2)[C:11](=[O:18])[N:10]1[CH2:19][CH2:20][CH:21]([CH:29]([O:39]CC1C=CC(OC)=CC=1)[CH2:30][CH2:31][C:32]1[CH:37]=[CH:36][C:35]([I:38])=[CH:34][CH:33]=1)[C:22]([O:24]C(C)(C)C)=[O:23]. The catalyst is ClCCl. The product is [O:8]=[C:9]1[C:17]2[C:12](=[CH:13][CH:14]=[CH:15][CH:16]=2)[C:11](=[O:18])[N:10]1[CH2:19][CH2:20][CH:21]([CH:29]([OH:39])[CH2:30][CH2:31][C:32]1[CH:37]=[CH:36][C:35]([I:38])=[CH:34][CH:33]=1)[C:22]([OH:24])=[O:23]. The yield is 1.00. (4) The reactants are [OH:1][C:2]12[C:13]3[C:8](=[CH:9][CH:10]=[CH:11][CH:12]=3)[C:7](=O)[C:6]1([OH:15])[C:5]1[CH:16]=[CH:17][C:18]([CH:20]([CH3:22])[CH3:21])=[CH:19][C:4]=1[O:3]2.O.NN.[OH-].[K+]. The catalyst is C(O)COCCO. The product is [OH:15][C:6]1([C:5]2[CH:16]=[CH:17][C:18]([CH:20]([CH3:21])[CH3:22])=[CH:19][C:4]=2[OH:3])[CH2:7][C:8]2[C:13](=[CH:12][CH:11]=[CH:10][CH:9]=2)[C:2]1=[O:1]. The yield is 0.0650. (5) The reactants are [C:1]([O:5][C:6]([NH:8][CH2:9][CH:10]([CH2:15][CH:16]([CH3:18])[CH3:17])[CH2:11][C:12]([OH:14])=[O:13])=[O:7])([CH3:4])([CH3:3])[CH3:2].C([O-])([O-])=O.[Cs+].[Cs+].[CH2:25](Br)[C:26]1[CH:31]=[CH:30][CH:29]=[CH:28][CH:27]=1. The catalyst is CN(C=O)C. The product is [C:1]([O:5][C:6]([NH:8][CH2:9][CH:10]([CH2:15][CH:16]([CH3:18])[CH3:17])[CH2:11][C:12]([O:14][CH2:25][C:26]1[CH:31]=[CH:30][CH:29]=[CH:28][CH:27]=1)=[O:13])=[O:7])([CH3:4])([CH3:3])[CH3:2]. The yield is 1.00. (6) The reactants are [OH:1]/[N:2]=[C:3](/[NH2:5])\[CH3:4].CCN(C(C)C)C(C)C.[N+:15]([C:18]1[CH:26]=[CH:25][C:21]([C:22](Cl)=[O:23])=[CH:20][CH:19]=1)([O-:17])=[O:16]. The catalyst is C(Cl)Cl. The product is [N+:15]([C:18]1[CH:19]=[CH:20][C:21]([C:22]([O:1]/[N:2]=[C:3](/[NH2:5])\[CH3:4])=[O:23])=[CH:25][CH:26]=1)([O-:17])=[O:16]. The yield is 0.500. (7) The reactants are N1C(Cl)=NC(Cl)=NC=1Cl.[Br:10][C:11]1[C:19]([F:20])=[CH:18][C:14](/[CH:15]=[N:16]/O)=[C:13]([F:21])[CH:12]=1. The catalyst is CN(C=O)C.O. The product is [Br:10][C:11]1[C:19]([F:20])=[CH:18][C:14]([C:15]#[N:16])=[C:13]([F:21])[CH:12]=1. The yield is 0.680. (8) The reactants are [N+:1]([C:4]1[C:5](=[O:14])[NH:6][CH:7]=[C:8]([C:10]([CH3:13])([CH3:12])[CH3:11])[CH:9]=1)([O-])=O. The catalyst is CO.C(OCC)(=O)C.[Pd]. The product is [NH2:1][C:4]1[C:5](=[O:14])[NH:6][CH:7]=[C:8]([C:10]([CH3:12])([CH3:11])[CH3:13])[CH:9]=1. The yield is 0.640. (9) The reactants are [NH2:1][C:2]1[C:17]([Br:18])=[CH:16][C:5]2[C:6]([C:12]([NH:14][CH3:15])=[O:13])=[C:7]([CH:9]3[CH2:11][CH2:10]3)[O:8][C:4]=2[CH:3]=1.[CH3:19][S:20](Cl)(=[O:22])=[O:21]. The catalyst is C(Cl)Cl.N1C=CC=CC=1.O. The product is [Br:18][C:17]1[C:2]([NH:1][S:20]([CH3:19])(=[O:22])=[O:21])=[CH:3][C:4]2[O:8][C:7]([CH:9]3[CH2:11][CH2:10]3)=[C:6]([C:12]([NH:14][CH3:15])=[O:13])[C:5]=2[CH:16]=1. The yield is 0.900. (10) The reactants are [F:1][C:2]([F:8])([F:7])[CH2:3][C@H:4]1[CH2:6][O:5]1.[N-:9]=[N+:10]=[N-:11].[Na+].[NH4+].[Cl-]. The catalyst is CCO.O. The product is [N:9]([CH2:6][C@@H:4]([OH:5])[CH2:3][C:2]([F:8])([F:7])[F:1])=[N+:10]=[N-:11]. The yield is 0.830.